Dataset: Full USPTO retrosynthesis dataset with 1.9M reactions from patents (1976-2016). Task: Predict the reactants needed to synthesize the given product. (1) Given the product [NH2:1][C:4]1[CH:5]=[C:6]([NH:10][C:11]2[N:19]=[C:18]3[C:14]([N:15]=[CH:16][NH:17]3)=[C:13]([NH:20][C:21]3[CH:31]=[CH:30][C:24]([C:25]([O:27][CH2:28][CH3:29])=[O:26])=[CH:23][CH:22]=3)[N:12]=2)[CH:7]=[CH:8][CH:9]=1, predict the reactants needed to synthesize it. The reactants are: [N+:1]([C:4]1[CH:5]=[C:6]([NH:10][C:11]2[N:19]=[C:18]3[C:14]([N:15]=[CH:16][NH:17]3)=[C:13]([NH:20][C:21]3[CH:31]=[CH:30][C:24]([C:25]([O:27][CH2:28][CH3:29])=[O:26])=[CH:23][CH:22]=3)[N:12]=2)[CH:7]=[CH:8][CH:9]=1)([O-])=O.[H][H]. (2) Given the product [O:13]=[C:14]1[N:20]([CH:21]2[CH2:22][CH2:23][N:24]([C:27]([O:29][C@H:30]([CH2:31][C:32]3[CH:42]=[C:41]([CH3:43])[C:35]4[NH:36][C:37]([O:39][CH3:40])=[N:38][C:34]=4[CH:33]=3)[C:44]([N:1]3[CH2:6][CH2:5][CH:4]([N:7]4[CH2:12][CH2:11][O:10][CH2:9][CH2:8]4)[CH2:3][CH2:2]3)=[O:45])=[O:28])[CH2:25][CH2:26]2)[CH2:19][CH2:18][C:17]2[CH:47]=[CH:48][CH:49]=[CH:50][C:16]=2[NH:15]1, predict the reactants needed to synthesize it. The reactants are: [NH:1]1[CH2:6][CH2:5][CH:4]([N:7]2[CH2:12][CH2:11][O:10][CH2:9][CH2:8]2)[CH2:3][CH2:2]1.[O:13]=[C:14]1[N:20]([CH:21]2[CH2:26][CH2:25][N:24]([C:27]([O:29][C@@H:30]([C:44](O)=[O:45])[CH2:31][C:32]3[CH:42]=[C:41]([CH3:43])[C:35]4[NH:36][C:37]([O:39][CH3:40])=[N:38][C:34]=4[CH:33]=3)=[O:28])[CH2:23][CH2:22]2)[CH2:19][CH2:18][C:17]2[CH:47]=[CH:48][CH:49]=[CH:50][C:16]=2[NH:15]1.CN(C(ON1N=NC2C=CC=CC1=2)=[N+](C)C)C.[B-](F)(F)(F)F.C(N(CC)CC)C. (3) Given the product [NH2:34][C:23]1[C:22]([O:21][CH2:20][CH:17]2[CH2:18][CH2:19][N:14]([C:4]3[N:5]=[C:6]([O:8][C@H:9]([CH3:13])[CH2:10][O:11][CH3:12])[N:7]=[C:2]([C:95]([NH:35][C@H:36]([CH3:39])[CH2:37][OH:38])=[O:96])[CH:3]=3)[CH2:15][CH2:16]2)=[CH:27][C:26]([C:28]2[N:29]=[CH:30][N:31]([CH3:33])[CH:32]=2)=[CH:25][N:24]=1, predict the reactants needed to synthesize it. The reactants are: Cl[C:2]1[N:7]=[C:6]([O:8][C@H:9]([CH3:13])[CH2:10][O:11][CH3:12])[N:5]=[C:4]([N:14]2[CH2:19][CH2:18][CH:17]([CH2:20][O:21][C:22]3[C:23]([NH2:34])=[N:24][CH:25]=[C:26]([C:28]4[N:29]=[CH:30][N:31]([CH3:33])[CH:32]=4)[CH:27]=3)[CH2:16][CH2:15]2)[CH:3]=1.[NH2:35][C@H:36]([CH3:39])[CH2:37][OH:38].CCN(C(C)C)C(C)C.C1C=CC(P(C2C(C3C(P(C4C=CC=CC=4)C4C=CC=CC=4)=CC=C4C=3C=CC=C4)=C3C(C=CC=C3)=CC=2)C2C=CC=CC=2)=CC=1.[CH3:95][OH:96]. (4) Given the product [NH2:25][C:26]1[C:27]([C:36]([NH:43][C@H:42]([C:44]([OH:46])=[O:45])[C:41]([CH3:49])([CH3:48])[CH3:40])=[O:38])=[CH:28][C:29]2[C:34]([CH:35]=1)=[CH:33][CH:32]=[CH:31][CH:30]=2, predict the reactants needed to synthesize it. The reactants are: CN(C(ON1N=NC2C=CC=NC1=2)=[N+](C)C)C.F[P-](F)(F)(F)(F)F.[NH2:25][C:26]1[C:27]([C:36]([OH:38])=O)=[CH:28][C:29]2[C:34]([CH:35]=1)=[CH:33][CH:32]=[CH:31][CH:30]=2.Cl.[CH3:40][C:41]([CH3:49])([CH3:48])[C@@H:42]([C:44]([O:46]C)=[O:45])[NH2:43].C(N(CC)C(C)C)(C)C.C([O-])(O)=O.[Na+].